This data is from Reaction yield outcomes from USPTO patents with 853,638 reactions. The task is: Predict the reaction yield, written as a fraction of the theoretical maximum amount of product (1.0 means a 100% yield; for example, 0.34 means a 34% yield). (1) The reactants are [Cl:1][C:2]1[CH:3]=[C:4]([C:8]2[O:9][N:10]=[C:11]3[CH:16]=[CH:15][C:14]([C:17]([C:19]4[CH:24]=[CH:23][C:22]([F:25])=[CH:21][CH:20]=4)=[O:18])=[CH:13][C:12]=23)[CH:5]=[CH:6][CH:7]=1. The catalyst is C1COCC1.O. The product is [NH2:10][C:11]1[CH:16]=[CH:15][C:14]([C:17](=[O:18])[C:19]2[CH:24]=[CH:23][C:22]([F:25])=[CH:21][CH:20]=2)=[CH:13][C:12]=1[C:8]([C:4]1[CH:5]=[CH:6][CH:7]=[C:2]([Cl:1])[CH:3]=1)=[O:9]. The yield is 1.00. (2) The product is [CH3:5][N:6]1[C:14]2[C:9](=[CH:10][CH:11]=[CH:12][CH:13]=2)[CH2:8][CH2:7]1. The yield is 0.150. The reactants are C([BH3-])#N.[Na+].[CH3:5][N:6]1[C:14]2[C:9](=[CH:10][CH:11]=[CH:12][CH:13]=2)[CH:8]=[CH:7]1. The catalyst is C(O)(=O)C.O. (3) The reactants are [NH2:1][C:2]1[CH:19]=[CH:18][C:5]2[CH2:6][CH2:7][N:8]([CH2:11][C@@H:12]([OH:17])[C:13]([F:16])([F:15])[F:14])[CH2:9][CH2:10][C:4]=2[CH:3]=1.Cl[C:21]1[N:26]=[C:25]([NH:27][C:28]2[CH:37]=[CH:36][CH:35]=[CH:34][C:29]=2[C:30]([NH:32][CH3:33])=[O:31])[C:24]([Cl:38])=[CH:23][N:22]=1.Cl.C(=O)([O-])[O-]. The catalyst is O1CCOCC1.COCCO.C(OCC)C.C(Cl)Cl.C(Cl)Cl.CO. The product is [Cl:38][C:24]1[C:25]([NH:27][C:28]2[CH:37]=[CH:36][CH:35]=[CH:34][C:29]=2[C:30]([NH:32][CH3:33])=[O:31])=[N:26][C:21]([NH:1][C:2]2[CH:19]=[CH:18][C:5]3[CH2:6][CH2:7][N:8]([CH2:11][C@@H:12]([OH:17])[C:13]([F:16])([F:14])[F:15])[CH2:9][CH2:10][C:4]=3[CH:3]=2)=[N:22][CH:23]=1. The yield is 0.490. (4) The reactants are [Cl:1][C:2]([Cl:7])([Cl:6])[C:3](Cl)=[O:4].[CH2:8]1[C:16]2[C:11](=[CH:12][CH:13]=[CH:14][CH:15]=2)[CH2:10][NH:9]1.CCN(CC)CC. The catalyst is C(Cl)Cl. The product is [Cl:1][C:2]([Cl:7])([Cl:6])[C:3]([N:9]1[CH2:10][C:11]2[C:16](=[CH:15][CH:14]=[CH:13][CH:12]=2)[CH2:8]1)=[O:4]. The yield is 0.910.